This data is from Reaction yield outcomes from USPTO patents with 853,638 reactions. The task is: Predict the reaction yield, written as a fraction of the theoretical maximum amount of product (1.0 means a 100% yield; for example, 0.34 means a 34% yield). (1) The reactants are [Cl:1][C:2]1[C:7]([Cl:8])=[CH:6][CH:5]=[CH:4][C:3]=1[C:9]1[CH:10]=[C:11]2[C:16]3=[C:17]([C@H:19]4[CH2:24][N:23](C(OC(C)(C)C)=O)[CH2:22][CH2:21][C@H:20]4[N:15]3[CH2:14][CH2:13][CH2:12]2)[CH:18]=1.[OH-].[Na+]. The catalyst is C(O)(C(F)(F)F)=O.C(Cl)Cl. The product is [Cl:1][C:2]1[C:7]([Cl:8])=[CH:6][CH:5]=[CH:4][C:3]=1[C:9]1[CH:10]=[C:11]2[C:16]3=[C:17]([C@H:19]4[CH2:24][NH:23][CH2:22][CH2:21][C@H:20]4[N:15]3[CH2:14][CH2:13][CH2:12]2)[CH:18]=1. The yield is 1.00. (2) The reactants are [C:9](O[C:9]([O:11][C:12]([CH3:15])([CH3:14])[CH3:13])=[O:10])([O:11][C:12]([CH3:15])([CH3:14])[CH3:13])=[O:10].[CH2:16]1C[O:19][CH2:18][CH2:17]1.C([N:23]([CH2:26][CH3:27])CC)C.[CH3:28]COCC. No catalyst specified. The product is [CH:26]1([N:23]([CH2:16][CH2:17][CH2:18][OH:19])[C:9](=[O:10])[O:11][C:12]([CH3:13])([CH3:14])[CH3:15])[CH2:27][CH2:28]1. The yield is 0.440. (3) The reactants are [OH:1][CH:2]([C:4]1[CH:5]=[CH:6][C:7]2[C:16]3[N:15]=[CH:14][CH:13]=[CH:12][C:11]=3[C:10](=[O:17])[N:9]([CH2:18][O:19][CH3:20])[C:8]=2[CH:21]=1)[CH3:3]. The catalyst is C(O)C.ClCCl.[Pd]. The product is [OH:1][CH:2]([C:4]1[CH:5]=[CH:6][C:7]2[C:16]3[NH:15][CH2:14][CH2:13][CH2:12][C:11]=3[C:10](=[O:17])[N:9]([CH2:18][O:19][CH3:20])[C:8]=2[CH:21]=1)[CH3:3]. The yield is 0.490. (4) The reactants are Cl.[NH2:2][C@H:3]([CH3:7])[C@@H:4]([OH:6])[CH3:5].CCN(C(C)C)C(C)C.Cl[CH2:18][C:19](Cl)=[O:20].[H-].[Na+]. The catalyst is C1COCC1. The product is [CH3:7][C@H:3]1[NH:2][C:19](=[O:20])[CH2:18][O:6][C@H:4]1[CH3:5]. The yield is 0.140.